From a dataset of Forward reaction prediction with 1.9M reactions from USPTO patents (1976-2016). Predict the product of the given reaction. (1) The product is: [S:23]1[C:24]2[CH:30]=[CH:29][CH:28]=[CH:27][C:25]=2[N:26]=[C:22]1[NH:21][C:13](=[O:15])/[C:12](/[C:4]1[CH:5]=[CH:6][C:7]([S:8]([CH3:11])(=[O:9])=[O:10])=[C:2]([Cl:1])[CH:3]=1)=[N:16]/[O:17][CH:18]([CH3:20])[CH3:19]. Given the reactants [Cl:1][C:2]1[CH:3]=[C:4](/[C:12](=[N:16]\[O:17][CH:18]([CH3:20])[CH3:19])/[C:13]([OH:15])=O)[CH:5]=[CH:6][C:7]=1[S:8]([CH3:11])(=[O:10])=[O:9].[NH2:21][C:22]1[S:23][C:24]2[CH:30]=[CH:29][CH:28]=[CH:27][C:25]=2[N:26]=1.C(N(CC)C(C)C)(C)C, predict the reaction product. (2) Given the reactants [C:1]([C@@H:5]1[S:9][C:8](=[O:10])[C@@H:7]([CH3:11])[O:6]1)([CH3:4])([CH3:3])[CH3:2].[CH3:12][C:13](=[CH:16][CH2:17][CH3:18])[CH:14]=[O:15], predict the reaction product. The product is: [C:1]([CH:5]1[S:9][C:8](=[O:10])[C:7]([CH:14]([OH:15])[C:13]([CH3:12])=[CH:16][CH2:17][CH3:18])([CH3:11])[O:6]1)([CH3:4])([CH3:2])[CH3:3]. (3) Given the reactants [NH2:1][C:2]1[CH:7]=[CH:6][C:5]([CH2:8][C:9]([OH:11])=[O:10])=[CH:4][CH:3]=1.O[CH2:13][CH:14]([CH2:16]O)O.C1([N+]([O-])=O)C=CC=CC=1.OS(O)(=O)=O.[OH-].[Na+], predict the reaction product. The product is: [N:1]1[C:2]2[C:3](=[CH:4][C:5]([CH2:8][C:9]([OH:11])=[O:10])=[CH:6][CH:7]=2)[CH:16]=[CH:14][CH:13]=1.